Dataset: Peptide-MHC class II binding affinity with 134,281 pairs from IEDB. Task: Regression. Given a peptide amino acid sequence and an MHC pseudo amino acid sequence, predict their binding affinity value. This is MHC class II binding data. (1) The peptide sequence is NRWLFRHLAREKNPR. The MHC is DRB1_0701 with pseudo-sequence DRB1_0701. The binding affinity (normalized) is 0.463. (2) The peptide sequence is GELQIVDKIDAAFMI. The MHC is DRB1_1501 with pseudo-sequence DRB1_1501. The binding affinity (normalized) is 0.395. (3) The peptide sequence is RKGVLFNIQYVNYWF. The MHC is HLA-DQA10401-DQB10402 with pseudo-sequence HLA-DQA10401-DQB10402. The binding affinity (normalized) is 0.217. (4) The peptide sequence is FVAGAKYMVIQGEPG. The MHC is HLA-DPA10201-DPB10501 with pseudo-sequence HLA-DPA10201-DPB10501. The binding affinity (normalized) is 0.202.